Dataset: Catalyst prediction with 721,799 reactions and 888 catalyst types from USPTO. Task: Predict which catalyst facilitates the given reaction. (1) The catalyst class is: 2. Product: [Cl:1][C:2]1[CH:3]=[CH:4][C:5]([F:23])=[C:6]([C:8]2[CH:13]=[CH:12][C:11]([CH2:14][Cl:31])=[CH:10][C:9]=2[C:16]2[C:20]([CH3:22])([CH3:21])[CH2:19][CH2:18][CH:17]=2)[CH:7]=1. Reactant: [Cl:1][C:2]1[CH:3]=[CH:4][C:5]([F:23])=[C:6]([C:8]2[CH:13]=[CH:12][C:11]([CH2:14]O)=[CH:10][C:9]=2[C:16]2[C:20]([CH3:22])([CH3:21])[CH2:19][CH2:18][CH:17]=2)[CH:7]=1.CN(C=O)C.S(Cl)([Cl:31])=O. (2) Reactant: [NH:1]1[C:9]2[C:4](=[CH:5][CH:6]=[CH:7][CH:8]=2)[C:3]([CH:10]2[CH2:15][CH2:14][N:13]([C:16]([C:18]3[CH:19]=[C:20]([CH:23]=[CH:24][CH:25]=3)[C:21]#[N:22])=[O:17])[CH2:12][CH2:11]2)=[CH:2]1.[OH-].[Na+].[OH-].C([N+](CCCC)(CCCC)CCCC)CCC.[F:46][C:47]1[CH:54]=[CH:53][C:50]([CH2:51]Br)=[CH:49][CH:48]=1. Product: [F:46][C:47]1[CH:54]=[CH:53][C:50]([CH2:51][N:1]2[C:9]3[C:4](=[CH:5][CH:6]=[CH:7][CH:8]=3)[C:3]([CH:10]3[CH2:15][CH2:14][N:13]([C:16]([C:18]4[CH:19]=[C:20]([CH:23]=[CH:24][CH:25]=4)[C:21]#[N:22])=[O:17])[CH2:12][CH2:11]3)=[CH:2]2)=[CH:49][CH:48]=1. The catalyst class is: 1.